This data is from Peptide-MHC class I binding affinity with 185,985 pairs from IEDB/IMGT. The task is: Regression. Given a peptide amino acid sequence and an MHC pseudo amino acid sequence, predict their binding affinity value. This is MHC class I binding data. (1) The peptide sequence is REFLTRNPAW. The MHC is HLA-B40:01 with pseudo-sequence HLA-B40:01. The binding affinity (normalized) is 0.638. (2) The binding affinity (normalized) is 0.388. The MHC is HLA-A02:02 with pseudo-sequence HLA-A02:02. The peptide sequence is RIVVALSSL. (3) The MHC is HLA-B08:01 with pseudo-sequence HLA-B08:01. The binding affinity (normalized) is 0.898. The peptide sequence is MIRRRNQIL. (4) The binding affinity (normalized) is 0.460. The MHC is HLA-A33:01 with pseudo-sequence HLA-A33:01. The peptide sequence is IVSSVNMVSR. (5) The peptide sequence is KEKGGLDGL. The MHC is HLA-A68:01 with pseudo-sequence HLA-A68:01. The binding affinity (normalized) is 0.